This data is from Drug-target binding data from BindingDB using Ki measurements. The task is: Regression. Given a target protein amino acid sequence and a drug SMILES string, predict the binding affinity score between them. We predict pKi (pKi = -log10(Ki in M); higher means stronger inhibition). Dataset: bindingdb_ki. (1) The target protein (P19020) has sequence MAPLSQISTHLNSTCGAENSTGVNRARPHAYYALSYCALILAIIFGNGLVCAAVLRERALQTTTNYLVVSLAVADLLVATLVMPWVVYLEVTGGVWNFSRICCDVFVTLDVMMCTASILNLCAISIDRYTAVVMPVHYQHGTGQSSCRRVALMITAVWVLAFAVSCPLLFGFNTTGDPSICSISNPDFVIYSSVVSFYVPFGVTVLVYARIYIVLRQRQRKRILTRQNSQCISIRPGFPQQSSCLRLHPIRQFSIRARFLSDATGQMEHIEDKQYPQKCQDPLLSHLQPPSPGQTHGGLKRYYSICQDTALRHPSLEGGAGMSPVERTRNSLSPTMAPKLSLEVRKLSNGRLSTSLRLGPLQPRGVPLREKKATQMVVIVLGAFIVCWLPFFLTHVLNTHCQACHVSPELYRATTWLGYVNSALNPVIYTTFNVEFRKAFLKILSC. The pKi is 7.2. The small molecule is CCCN(CCC)C1CCc2ccc3[nH]cc(C)c3c2C1. (2) The compound is CCOP(=O)(O)C(C)=O. The target protein (B7UJP3) has sequence MSFDIAKYPTLALVDSTQELRLLPKESLPKLCDELRRYLLDSVSRSSGHFASGLGTVELTVALHYVYNTPFDQLIWDVGHQAYPHKILTGRRDKIGTIRQKGGLHPFPWRGESEYDVLSVGHSSTSISAGIGIAVAAEKEGKNRRTVCVIGDGAITAGMAFEAMNHAGDIRPDMLVVLNDNEMSISENVGALNNHLAQLLSGKLYSSLREGGKKVFSGVPPIKELLKRTEEHIKGMVVPGTLFEELGFNYIGPVDGHDVLGLITTLKNMRDLKGPQFLHIMTKKGRGYEPAEKDPITFHAVPKFDPSSGCLPKSSGGLPSYSKIFGDWLCETAAKDNKLMAITPAMREGSGMVEFSRKFPDRYFDVAIAEQHAVTFAAGLAIGGYKPIVAIYSTFLQRAYDQVLHDVAIQKLPVLFAIDRAGIVGADGQTHQGAFDLSYLRCIPEMVIMTPSDENECRQMLYTGYHYNDGPSAVRYPRGNAVGVELTPLEKLPIGKGIVK.... The pKi is 5.2. (3) The compound is Nc1ncnc2nc(-c3ccc(N4CCOCC4)nc3)cc(-c3cccc(Br)c3)c12. The target protein (P49218) has sequence CYICHSLKYDRIYSNKNSLCYVFLIWTLTLIAIMPNLQTGTLQYDPRIYSCTFTQSVSSAYTIALVVFHFVVPMIIVTFCYLRIWILVLQVRRRVKPDSKPKLKPQDFRNFVTMFVVFVLFALCWAPLNFIGLIVASDPATMAPRIPEWLFVASYY. The pKi is 5.0. (4) The small molecule is CN(C)CCCC1(c2ccc(F)cc2)OCc2cc(C#N)ccc21. The target protein (P32120) has sequence MGEKPGTRVFKKSSPNCKLTVYLGKRDFVDHLDKVDPVDGVVLVDPDYLKDRKVFVTLTCAFRYGREDLDVLGLSFRKDLFIANYQAFPPTPNPPRPPTRLQERLLRKLGQHAHPFFFTIPQNLPCSVTLQPGPEDTGKACGVDFEIRAFCAKSLEEKSHKRNSVRLVIRKVQFAPEKPGPQPSAETTRHFLMSDRSLHLEASLDKELYYHGEPLNVNVHVTNNSTKTVKKIKVSVRQYADICLFSTAQYKCPVAQVEQDDQVSPSSTFCKVYTITPLLSNNREKRGLALDGKLKHEDTNLASSTIVKEGANKEVLGILVSYRVKVKLVVSRGGDVSVELPFVLMHPKPHDHIALPRPQSAATHPPTLLPSAVPETDAPVDTNLIEFETNYATDDDIVFEDFARLRLKGLKDEDYDDQFC. The pKi is 5.5. (5) The compound is Fc1ncc(C2CC3CCC2N3)cc1-c1ccc(C(F)(F)F)cc1. The target protein sequence is MANSGTGAPPPLLLLPLLLLLGTGLLPASSHIETRAHAEERLLKRLFSGYNKWSRPVANISDVVLVRFGLSIAQLIDVDEKNQMMTTNVWVKQEWHDYKLRWDPGDYENVTSIRIPSELIWRPDIVLYNNADGDFAVTHLTKAHLFYDGRVQWTPPAIYKSSCSIDVTFFPFDQQNCTMKFGSWTYDKAKIDLVSMHSRVDQLDFWESGEWVIVDAVGTYNTRKYECCAEIYPDITYAFIIRRLPLFYTINLIIPCLLISCLTVLVFYLPSECGEKVTLCISVLLSLTVFLLLITEIIPSPTSLVIPLIGEYLLFTMIFVTLSIVITVFVLNVHHRSPRTHTMPAWVRRVFLDIVPRLLFMKRPSVVKDNCRRLIESMHKMANAPRFWPEPVGEPGILSDICNQGLSPAPTFCNPTDTAVETQPTCRSPPLEVPDLKTSEVEKASPCPSPGSCPPPKSSSGAPMLIKARSLSVQHVPSSQEAAEDGIRCRSRSIQYCVSQ.... The pKi is 9.3. (6) The target protein sequence is MADPLRERTELLLADYLGYCAREPGTPEPAPSTPEAAVLRSAAARLRQIHRSFFSAYLGYPGNRFELVALMADSVLSDSPGPTWGRVVTLVTFAGTLLERGPLVTARWKKWGFQPRLKEQEGDVARDCQRLVALLSSRLMGQHRAWLQAQGGWDGFCHFFRTPFPLAFWRKQLVQAFLSCLLTTAFIYLWTRLL. The pKi is 6.0. The compound is COC1=CC(c2cc3ccccc3[nH]2)=N/C1=C\c1[nH]c(C)cc1C. (7) The drug is O=S(=O)([O-])NS(=O)(=O)[O-]. The target protein sequence is MKAFLGALEFQENEYEELKELYESLKTKQKPHTLFISCVDSRVVPNLITGTKPGELYVIRNMGNVIPPKTSHKESLSTMASIEYAIVHVGVQNLIICGHSDCGACGSTHLINDGXTKAKTPYIADWIQFLEPIKEELKNHPQFSNHFAKRSWLTERLNVRLQLNNLLSYDFIQERVVNNELKIFGWHYIIETGRIYNYNFESHFFEPIXETXKQRKSHENF. The pKi is 3.1. (8) The compound is CCOC(=O)NC(=S)N(CC(=O)c1ccc(Cl)cc1)c1ccc(S(N)(=O)=O)cc1. The target protein (Q16790) has sequence MAPLCPSPWLPLLIPAPAPGLTVQLLLSLLLLVPVHPQRLPRMQEDSPLGGGSSGEDDPLGEEDLPSEEDSPREEDPPGEEDLPGEEDLPGEEDLPEVKPKSEEEGSLKLEDLPTVEAPGDPQEPQNNAHRDKEGDDQSHWRYGGDPPWPRVSPACAGRFQSPVDIRPQLAAFCPALRPLELLGFQLPPLPELRLRNNGHSVQLTLPPGLEMALGPGREYRALQLHLHWGAAGRPGSEHTVEGHRFPAEIHVVHLSTAFARVDEALGRPGGLAVLAAFLEEGPEENSAYEQLLSRLEEIAEEGSETQVPGLDISALLPSDFSRYFQYEGSLTTPPCAQGVIWTVFNQTVMLSAKQLHTLSDTLWGPGDSRLQLNFRATQPLNGRVIEASFPAGVDSSPRAAEPVQLNSCLAAGDILALVFGLLFAVTSVAFLVQMRRQHRRGTKGGVSYRPAEVAETGA. The pKi is 7.6.